From a dataset of CYP2D6 inhibition data for predicting drug metabolism from PubChem BioAssay. Regression/Classification. Given a drug SMILES string, predict its absorption, distribution, metabolism, or excretion properties. Task type varies by dataset: regression for continuous measurements (e.g., permeability, clearance, half-life) or binary classification for categorical outcomes (e.g., BBB penetration, CYP inhibition). Dataset: cyp2d6_veith. (1) The drug is CCCn1nnc(NC(=O)c2cccc(Cl)c2)n1. The result is 0 (non-inhibitor). (2) The compound is CC(C)(C)C1CCC(OCC(O)CN2CCN(c3ccccc3)CC2)CC1.Cl. The result is 1 (inhibitor). (3) The compound is CCOc1ncccc1C(=O)OCC(=O)Nc1cc(C)ccc1C. The result is 0 (non-inhibitor). (4) The compound is N#C/C(=C\c1ccccc1)c1nc2ncccc2[nH]1. The result is 0 (non-inhibitor). (5) The drug is O=C(/C=N/O)Nc1ccccc1. The result is 0 (non-inhibitor). (6) The molecule is CC1C(=O)OC2C(O)C34C5CC(C(C)(C)C)C36C(OC(=O)C6O)OC4(C(=O)O5)C12O. The result is 0 (non-inhibitor). (7) The molecule is CC(=O)O.CC[C@H]1CC[C@H]2[C@@H]3CC=C4C[C@H](OC(C)=O)[C@@H](N)C[C@@]4(C)[C@H]3CC[C@@]12C. The result is 0 (non-inhibitor). (8) The drug is Nc1cc(=O)[nH]c(N)n1. The result is 0 (non-inhibitor).